Dataset: Reaction yield outcomes from USPTO patents with 853,638 reactions. Task: Predict the reaction yield, written as a fraction of the theoretical maximum amount of product (1.0 means a 100% yield; for example, 0.34 means a 34% yield). (1) The reactants are I[C:2]1[CH:7]=[CH:6][C:5]([N+:8]([O-:10])=[O:9])=[CH:4][C:3]=1[CH3:11].BrC1C=CC(F)=CC=1C.[Cl:21][C:22]1[CH:27]=[CH:26][C:25]([OH:28])=[C:24]([CH3:29])[CH:23]=1. The product is [Cl:21][C:22]1[CH:27]=[CH:26][C:25]([O:28][C:2]2[CH:7]=[CH:6][C:5]([N+:8]([O-:10])=[O:9])=[CH:4][C:3]=2[CH3:11])=[C:24]([CH3:29])[CH:23]=1. The yield is 0.430. No catalyst specified. (2) The reactants are [H-].[H-].[H-].[H-].[Li+].[Al+3].[CH:7]1([CH2:13][CH2:14][CH2:15][CH2:16][C:17](O)=[O:18])[CH2:12][CH2:11][CH2:10][CH2:9][CH2:8]1.O.[OH-].[K+]. The catalyst is CCOCC. The product is [CH:7]1([CH2:13][CH2:14][CH2:15][CH2:16][CH2:17][OH:18])[CH2:12][CH2:11][CH2:10][CH2:9][CH2:8]1. The yield is 0.880.